The task is: Predict the reactants needed to synthesize the given product.. This data is from Full USPTO retrosynthesis dataset with 1.9M reactions from patents (1976-2016). (1) Given the product [CH2:19]([O:18][C:16]([C:15](=[CH:11][C:9]1[S:10][C:6]([CH3:5])=[CH:7][CH:8]=1)[CH2:14][C:13]([OH:22])=[O:21])=[O:17])[CH3:20], predict the reactants needed to synthesize it. The reactants are: CC[O-].[Na+].[CH3:5][C:6]1[S:10][C:9]([CH:11]=O)=[CH:8][CH:7]=1.[C:13]([O:22]CC)(=[O:21])[CH2:14][CH2:15][C:16]([O:18][CH2:19][CH3:20])=[O:17]. (2) Given the product [CH:15]([N:4]1[C:3](=[O:18])[C:2]([NH:27][CH2:26][CH2:25][C:21]2[CH:20]=[N:19][CH:24]=[CH:23][CH:22]=2)=[C:6]([C:7]2[CH:12]=[CH:11][CH:10]=[CH:9][CH:8]=2)[S:5]1(=[O:14])=[O:13])([CH3:17])[CH3:16], predict the reactants needed to synthesize it. The reactants are: Cl[C:2]1[C:3](=[O:18])[N:4]([CH:15]([CH3:17])[CH3:16])[S:5](=[O:14])(=[O:13])[C:6]=1[C:7]1[CH:12]=[CH:11][CH:10]=[CH:9][CH:8]=1.[N:19]1[CH:24]=[CH:23][CH:22]=[C:21]([CH2:25][CH2:26][NH2:27])[CH:20]=1. (3) Given the product [C:6]1([C@H:12]([N:14]2[CH2:15][CH2:16][C@@H:17]3[CH2:18][C@H:2]2[C:1](=[O:4])[O:5]3)[CH3:13])[CH:11]=[CH:10][CH:9]=[CH:8][CH:7]=1, predict the reactants needed to synthesize it. The reactants are: [C:1]([OH:5])(=[O:4])[CH:2]=O.[C:6]1([C@H:12]([NH:14][CH2:15][CH2:16][CH:17]=[CH2:18])[CH3:13])[CH:11]=[CH:10][CH:9]=[CH:8][CH:7]=1.O.[OH-].[Na+]. (4) Given the product [NH2:1][C:4]1[CH:5]=[CH:6][C:7]2[O:18][CH:10]3[CH2:11][N:12]([C:15](=[O:17])[CH3:16])[CH2:13][CH2:14][CH:9]3[C:8]=2[CH:19]=1, predict the reactants needed to synthesize it. The reactants are: [N+:1]([C:4]1[CH:5]=[CH:6][C:7]2[O:18][CH:10]3[CH2:11][N:12]([C:15](=[O:17])[CH3:16])[CH2:13][CH2:14][CH:9]3[C:8]=2[CH:19]=1)([O-])=O. (5) Given the product [ClH:1].[ClH:14].[Cl:14][C:15]1[CH:20]=[CH:19][C:18]([CH:21]([C:23]2[N:27]3[CH2:28][CH2:29][N:30]([C:2]4[C:3]5[C@H:10]([CH3:11])[CH2:9][CH2:8][C:4]=5[N:5]=[CH:6][N:7]=4)[CH2:31][C:26]3=[N:25][N:24]=2)[NH2:22])=[CH:17][CH:16]=1, predict the reactants needed to synthesize it. The reactants are: [Cl:1][C:2]1[C:3]2[C@H:10]([CH3:11])[CH2:9][CH2:8][C:4]=2[N:5]=[CH:6][N:7]=1.Cl.Cl.[Cl:14][C:15]1[CH:20]=[CH:19][C:18]([CH:21]([C:23]2[N:27]3[CH2:28][CH2:29][NH:30][CH2:31][C:26]3=[N:25][N:24]=2)[NH2:22])=[CH:17][CH:16]=1.